This data is from Full USPTO retrosynthesis dataset with 1.9M reactions from patents (1976-2016). The task is: Predict the reactants needed to synthesize the given product. (1) Given the product [Cl:1][C:2]1[CH:3]=[CH:4][C:5]([CH:8]([C:27]2[S:28][CH:29]=[CH:30][N:31]=2)[C:9]2[CH:14]=[C:13]3[C:12](=[CH:11][CH:10]=2)[N:15]=[CH:16][CH:17]=[C:18]3[OH:19])=[CH:6][CH:7]=1, predict the reactants needed to synthesize it. The reactants are: [Cl:1][C:2]1[CH:7]=[CH:6][C:5]([CH:8]([C:27]2[S:28][CH:29]=[CH:30][N:31]=2)[C:9]2[CH:14]=[CH:13][C:12]([NH:15][CH:16]=[C:17]3C(=O)OC(C)(C)[O:19][C:18]3=O)=[CH:11][CH:10]=2)=[CH:4][CH:3]=1.C1C=CC(C2C=CC=CC=2)=CC=1.C1C=CC(OC2C=CC=CC=2)=CC=1. (2) Given the product [CH2:1]([NH:7][C:8]([S-:10])=[S:9])[CH2:2][NH:3][C:4]([S-:6])=[S:5].[CH2:1]([NH:7][C:8]([S-:10])=[S:9])[CH2:2][NH:3][C:4]([S-:6])=[S:5].[Mn+2:11].[Zn+2:173], predict the reactants needed to synthesize it. The reactants are: [CH2:1]([NH:7][C:8]([S-:10])=[S:9])[CH2:2][NH:3][C:4]([S-:6])=[S:5].[Mn+2:11].CC1C(/C(/C)=N\NC2N=C(C)C=C(C)N=2)=CC=CC=1.CC#CC1C=C(C)N=C(NC2C=CC=CC=2)N=1.CC1C=CC=CC=1C(NC1C=C(OC(C)C)C=CC=1)=O.CC1C(N(C(COC)=O)C(C(OC)=O)C)=C(C)C=CC=1.CC1C=CC=C(C)C=1N(C(COC)=O)[C@@H](C(OC)=O)C.CC1(C)C(O)(CN2N=CN=C2)C(CC2C=CC(Cl)=CC=2)CC1.CNC(SC1C=CC(OS(C)(=O)=O)=CC=1)=O.CC1C(C(NC2C=CC=CC=2)=O)=C(C)OC=1C.C(NC([S-])=S)CNC([S-])=S.[Zn+2:173].CNC(/C(/C1C=CC=CC=1OC1C=CC=CC=1)=N/OC)=O.CC1N=C(C)SC=1C(NC1C=CC=CC=1)=O.C1[C@H](NC([C@@H](N)CO)=O)[C@H](C(O)(C(O)=O)CC(O)CNC(N)=N)O[C@@H](N2C(O)N=C(N)C(CO)=C2)C=1.CCCCC(C1C=CC(Cl)=CC=1)(C#N)CN1N=CN=C1.CC1(COC)OC(=O)N(C2C=C(Cl)C=C(Cl)C=2)C1=O. (3) Given the product [NH:27]1[C:26]2[CH:30]=[CH:31][C:23]([C:21]3[N:20]=[C:6]([C:5]4[CH:9]=[CH:10][C:11]([N:12]5[CH2:17][CH2:16][CH2:15][CH2:14][CH:13]5[CH3:18])=[C:3]([CH:4]=4)[C:1]#[N:2])[O:8][N:22]=3)=[CH:24][C:25]=2[N:29]=[CH:28]1, predict the reactants needed to synthesize it. The reactants are: [C:1]([C:3]1[CH:4]=[C:5]([CH:9]=[CH:10][C:11]=1[N:12]1[CH2:17][CH2:16][CH2:15][CH2:14][CH:13]1[CH3:18])[C:6]([OH:8])=O)#[N:2].O[N:20]=[C:21]([C:23]1[CH:31]=[CH:30][C:26]2[NH:27][CH:28]=[N:29][C:25]=2[CH:24]=1)[NH2:22]. (4) Given the product [C:6]([O:5][C:1](=[O:4])[CH:2]=[CH2:3])([CH3:9])([CH3:8])[CH3:7].[CH:34]([S:36]([O-:39])(=[O:38])=[O:37])=[CH2:35].[Na+:32].[C:10]([NH2:14])(=[O:13])[CH:11]=[CH2:12], predict the reactants needed to synthesize it. The reactants are: [C:1]([O:5][C:6]([CH3:9])([CH3:8])[CH3:7])(=[O:4])[CH:2]=[CH2:3].[C:10]([NH2:14])(=[O:13])[CH:11]=[CH2:12].C(OS([O-])(=O)=O)CCCCCCCCCCC.[Na+:32].[Na+].[CH:34]([S:36]([O-:39])(=[O:38])=[O:37])=[CH2:35].S(OOS([O-])(=O)=O)([O-])(=O)=O.[Na+].[Na+].C(=O)(O)[O-].[Na+].S(=O)(=O)(O)[O-].[Na+]. (5) Given the product [Cl:16][C:17]1[CH:22]=[CH:21][C:20]([C:23]2([CH2:27][N:11]3[CH2:12][CH2:13][CH2:14][CH:9]([CH2:8][C@@H:7]([C:1]4[CH:2]=[CH:3][CH:4]=[CH:5][CH:6]=4)[OH:15])[CH2:10]3)[CH2:26][CH2:25][CH2:24]2)=[CH:19][CH:18]=1, predict the reactants needed to synthesize it. The reactants are: [C:1]1([C:7](=[O:15])[CH2:8][C@@H:9]2[CH2:14][CH2:13][CH2:12][NH:11][CH2:10]2)[CH:6]=[CH:5][CH:4]=[CH:3][CH:2]=1.[Cl:16][C:17]1[CH:22]=[CH:21][C:20]([C:23]2([C:27](O)=O)[CH2:26][CH2:25][CH2:24]2)=[CH:19][CH:18]=1.C(N(C(C)C)CC)(C)C.[H-].[Al+3].[Li+].[H-].[H-].[H-]. (6) The reactants are: Cl[C:2]1[CH:7]=[C:6]([C:8]2[CH:9]=[N:10][N:11]([CH:13]([CH3:15])[CH3:14])[CH:12]=2)[CH:5]=[C:4]([Cl:16])[N:3]=1.[F:17][C:18]1[CH:23]=[CH:22][C:21]([C@@H:24]([NH2:26])[CH3:25])=[CH:20][CH:19]=1.C(P(C(C)(C)C)C1C=CC=CC=1C1C=CC=CC=1)(C)(C)C.CC(C)([O-])C.[Na+]. Given the product [Cl:16][C:4]1[N:3]=[C:2]([NH:26][C@H:24]([C:21]2[CH:22]=[CH:23][C:18]([F:17])=[CH:19][CH:20]=2)[CH3:25])[CH:7]=[C:6]([C:8]2[CH:9]=[N:10][N:11]([CH:13]([CH3:15])[CH3:14])[CH:12]=2)[CH:5]=1, predict the reactants needed to synthesize it. (7) Given the product [NH2:5][C:6]1[C:15]2[N:16]=[C:17]([CH2:24][NH:25][C:26]([NH:28][CH3:29])=[O:27])[N:18]([CH2:19][CH2:20][CH2:21][CH2:22][Cl:3])[C:14]=2[C:13]2[CH2:12][CH2:11][CH2:10][CH2:9][C:8]=2[N:7]=1, predict the reactants needed to synthesize it. The reactants are: S(Cl)([Cl:3])=O.[NH2:5][C:6]1[C:15]2[N:16]=[C:17]([CH2:24][NH:25][C:26]([NH:28][CH3:29])=[O:27])[N:18]([CH2:19][CH2:20][CH2:21][CH2:22]O)[C:14]=2[C:13]2[CH2:12][CH2:11][CH2:10][CH2:9][C:8]=2[N:7]=1.CO. (8) Given the product [CH3:27][N:2]([CH3:1])[CH2:3][CH2:4][O:5][C:6]1[CH:7]=[CH:8][C:9]([CH2:12][CH2:13][CH2:14][NH:15][C:16]2[C:17]([NH2:24])=[CH:18][C:19]([CH3:23])=[C:20]([CH3:22])[CH:21]=2)=[CH:10][CH:11]=1, predict the reactants needed to synthesize it. The reactants are: [CH3:1][N:2]([CH3:27])[CH2:3][CH2:4][O:5][C:6]1[CH:11]=[CH:10][C:9]([CH2:12][CH2:13][CH2:14][NH:15][C:16]2[CH:21]=[C:20]([CH3:22])[C:19]([CH3:23])=[CH:18][C:17]=2[N+:24]([O-])=O)=[CH:8][CH:7]=1.C(O)C.[H][H]. (9) Given the product [F:29][C:2]([F:1])([C:22]1[CH:23]=[CH:24][C:25]([F:28])=[CH:26][CH:27]=1)[C:3]1[N:4]=[C:5]([NH:15][C:16]2[CH:20]=[C:19]([CH3:21])[NH:18][N:17]=2)[C:6]2[S:11][C:10]([NH:31][CH3:30])=[N:9][C:7]=2[N:8]=1, predict the reactants needed to synthesize it. The reactants are: [F:1][C:2]([F:29])([C:22]1[CH:27]=[CH:26][C:25]([F:28])=[CH:24][CH:23]=1)[C:3]1[N:4]=[C:5]([NH:15][C:16]2[CH:20]=[C:19]([CH3:21])[NH:18][N:17]=2)[C:6]2[S:11][C:10](S(C)=O)=[N:9][C:7]=2[N:8]=1.[CH3:30][NH2:31].C1COCC1.